From a dataset of Reaction yield outcomes from USPTO patents with 853,638 reactions. Predict the reaction yield, written as a fraction of the theoretical maximum amount of product (1.0 means a 100% yield; for example, 0.34 means a 34% yield). (1) The yield is 0.620. The reactants are [C:1]([N@@:4]1[CH2:6][CH:5]1[CH:7]([O:11][CH2:12][CH3:13])[O:8][CH2:9][CH3:10])(=[O:3])[CH3:2].[N-:14]=[N+:15]=[N-:16].[Na+]. The product is [CH2:9]([O:8][CH:7]([O:11][CH2:12][CH3:13])[C@H:5]([NH:4][C:1](=[O:3])[CH3:2])[CH2:6][N:14]=[N+:15]=[N-:16])[CH3:10]. The catalyst is CN(C=O)C.[Cl-].[Cl-].[Zn+2]. (2) The reactants are [C:1]([O:5][C:6]([NH:8][C@H:9]([CH2:29][C:30]1[CH:35]=[C:34]([F:36])[C:33]([F:37])=[CH:32][C:31]=1[F:38])[CH2:10][C:11]([N:13]1[CH2:18][CH2:17][N:16]2[C:19]([C:25]([F:28])([F:27])[F:26])=[N:20][C:21]([C:22]([OH:24])=O)=[C:15]2[CH2:14]1)=[O:12])=[O:7])([CH3:4])([CH3:3])[CH3:2].Cl.[CH2:40]([NH2:44])[CH2:41][CH2:42][CH3:43].O=C1N(P(Cl)(N2CCOC2=O)=O)CCO1.C(N(CC)CC)C. The catalyst is ClCCl. The product is [C:1]([O:5][C:6](=[O:7])[NH:8][C@H:9]([CH2:29][C:30]1[CH:35]=[C:34]([F:36])[C:33]([F:37])=[CH:32][C:31]=1[F:38])[CH2:10][C:11]([N:13]1[CH2:18][CH2:17][N:16]2[C:19]([C:25]([F:26])([F:27])[F:28])=[N:20][C:21]([C:22](=[O:24])[NH:44][CH2:40][CH2:41][CH2:42][CH3:43])=[C:15]2[CH2:14]1)=[O:12])([CH3:2])([CH3:4])[CH3:3]. The yield is 0.600. (3) The reactants are [CH3:1][N:2]1[C:7](=[O:8])[C:6]([NH:9][C:10]2C=CC(N3CCN(C)CC3)=C[N:11]=2)=[CH:5][C:4]([C:23]2[CH:33]=[CH:32][CH:31]=[C:30]([N:34]3[CH2:46][CH2:45][N:37]4[C:38]5[CH2:39][CH2:40][CH2:41][CH2:42][C:43]=5[CH:44]=[C:36]4[C:35]3=[O:47])[C:24]=2[CH2:25][O:26][C:27](=[O:29])[CH3:28])=[CH:3]1.Br[C:49]1C=C[CH:57]=[C:56]([N:60]2[CH2:72]CN3C4CCCCC=4C=C3C2=O)[C:50]=1[CH2:51]OC(=O)C.C([O-])([O-])=[O:75].[Na+].[Na+]. The catalyst is C1C=CC([P]([Pd]([P](C2C=CC=CC=2)(C2C=CC=CC=2)C2C=CC=CC=2)([P](C2C=CC=CC=2)(C2C=CC=CC=2)C2C=CC=CC=2)[P](C2C=CC=CC=2)(C2C=CC=CC=2)C2C=CC=CC=2)(C2C=CC=CC=2)C2C=CC=CC=2)=CC=1. The product is [C:27]([O:26][CH2:25][C:24]1[C:30]([N:34]2[CH2:46][CH2:45][N:37]3[C:38]4[CH2:39][CH2:40][CH2:41][CH2:42][C:43]=4[CH:44]=[C:36]3[C:35]2=[O:47])=[CH:31][CH:32]=[CH:33][C:23]=1[C:4]1[CH:5]=[C:6]([NH:9][C:10]2[CH:57]=[C:56]([C:50]([OH:75])([CH3:51])[CH3:49])[N:60]([CH3:72])[N:11]=2)[C:7](=[O:8])[N:2]([CH3:1])[CH:3]=1)(=[O:29])[CH3:28]. The yield is 0.400.